Dataset: Reaction yield outcomes from USPTO patents with 853,638 reactions. Task: Predict the reaction yield, written as a fraction of the theoretical maximum amount of product (1.0 means a 100% yield; for example, 0.34 means a 34% yield). (1) The reactants are [Cl:1][C:2]1[CH:3]=[CH:4][C:5]([N+:11]([O-])=O)=[C:6]([CH:10]=1)[C:7]([OH:9])=[O:8]. The catalyst is C(O)C.[Ni]. The product is [NH2:11][C:5]1[CH:4]=[CH:3][C:2]([Cl:1])=[CH:10][C:6]=1[C:7]([OH:9])=[O:8]. The yield is 0.960. (2) The reactants are [O:1]=[C:2]1[C:7]2[NH:8][C:9]3[CH:10]=[CH:11][CH:12]=[CH:13][C:14]=3[C:6]=2[N:5]=[C:4]([S:15][CH2:16][C:17]([O:19][C:20]([CH3:23])([CH3:22])[CH3:21])=[O:18])[N:3]1[C:24]1[CH:29]=[CH:28][CH:27]=[CH:26][CH:25]=1.[H-].[Na+].Br[CH2:33][CH2:34][CH2:35][CH2:36][CH2:37][CH2:38][CH2:39][CH2:40][CH2:41][CH2:42][CH2:43][CH3:44]. The catalyst is CN(C=O)C. The product is [CH2:44]([N:8]1[C:9]2[CH:10]=[CH:11][CH:12]=[CH:13][C:14]=2[C:6]2[N:5]=[C:4]([S:15][CH2:16][C:17]([O:19][C:20]([CH3:22])([CH3:23])[CH3:21])=[O:18])[N:3]([C:24]3[CH:29]=[CH:28][CH:27]=[CH:26][CH:25]=3)[C:2](=[O:1])[C:7]1=2)[CH2:43][CH2:42][CH2:41][CH2:40][CH2:39][CH2:38][CH2:37][CH2:36][CH2:35][CH2:34][CH3:33]. The yield is 0.540. (3) The reactants are [Cl-].[Li+].[Cu](C#N)C#N.[CH:8]1([Mg]Cl)[CH2:12][CH2:11][CH2:10][CH2:9]1.C(OCC)C.[C:20]([O:24][CH3:25])(=[O:23])[C:21]#[CH:22].[I:26]I. The catalyst is O1CCCC1. The product is [CH3:25][O:24][C:20](=[O:23])/[C:21](/[I:26])=[CH:22]\[CH:8]1[CH2:12][CH2:11][CH2:10][CH2:9]1. The yield is 0.970. (4) The reactants are [CH2:1]([O:3][C:4](=[O:9])[CH2:5][C:6]([O-:8])=O)[CH3:2].[K+].[Mg+2].[Cl-].[Cl-].CCN(CC)CC.[F:21][C:22]1[CH:23]=[C:24]([CH:28]=[CH:29][C:30]=1[N+:31]([O-:33])=[O:32])C(Cl)=O. The catalyst is C1COCC1.CCOC(C)=O. The product is [F:21][C:22]1[CH:23]=[C:24]([C:6](=[O:8])[CH2:5][C:4]([O:3][CH2:1][CH3:2])=[O:9])[CH:28]=[CH:29][C:30]=1[N+:31]([O-:33])=[O:32]. The yield is 0.910. (5) The reactants are [C:1]([Si:5]([CH3:8])([CH3:7])Cl)([CH3:4])([CH3:3])[CH3:2].[OH:9][C:10]1[CH:11]=[CH:12][C:13]2[C:17](=[O:18])[CH2:16][O:15][C:14]=2[CH:19]=1.N1C=CN=C1.CCCCCC. The catalyst is CN(C)C=O.CCOCC. The product is [Si:5]([O:9][C:10]1[CH:11]=[CH:12][C:13]2[C:17](=[O:18])[CH2:16][O:15][C:14]=2[CH:19]=1)([C:1]([CH3:4])([CH3:3])[CH3:2])([CH3:8])[CH3:7]. The yield is 0.820. (6) The reactants are [Cl:1][C:2]1[C:3]([N:8]2[CH2:13][CH2:12][N:11]([CH2:14][C:15]3[CH:16]=[N:17][N:18]([CH3:21])[C:19]=3[CH3:20])[CH2:10][CH2:9]2)=[N:4][CH:5]=[CH:6][N:7]=1.[CH3:22][O:23][C:24]([NH:26][C:27]1[CH:32]=[CH:31][C:30](B(O)O)=[CH:29][CH:28]=1)=[O:25].C(=O)([O-])[O-].[K+].[K+].O. The catalyst is CN(C)C(=O)C.C1C=CC([P]([Pd]([P](C2C=CC=CC=2)(C2C=CC=CC=2)C2C=CC=CC=2)([P](C2C=CC=CC=2)(C2C=CC=CC=2)C2C=CC=CC=2)[P](C2C=CC=CC=2)(C2C=CC=CC=2)C2C=CC=CC=2)(C2C=CC=CC=2)C2C=CC=CC=2)=CC=1. The product is [ClH:1].[CH3:22][O:23][C:24](=[O:25])[NH:26][C:27]1[CH:28]=[CH:29][C:30]([C:2]2[C:3]([N:8]3[CH2:13][CH2:12][N:11]([CH2:14][C:15]4[CH:16]=[N:17][N:18]([CH3:21])[C:19]=4[CH3:20])[CH2:10][CH2:9]3)=[N:4][CH:5]=[CH:6][N:7]=2)=[CH:31][CH:32]=1. The yield is 0.550.